This data is from Catalyst prediction with 721,799 reactions and 888 catalyst types from USPTO. The task is: Predict which catalyst facilitates the given reaction. (1) Reactant: FC(F)(F)C(O)=O.C(OC([N:15]1[CH2:20][CH2:19][N:18]([C:21]2[N:22]([CH2:45][C:46]#[C:47][CH3:48])[C:23]3[C:28](=[O:29])[N:27]([CH2:30][C:31]4[CH:32]=[C:33]5[C:38](=[C:39]([CH3:41])[CH:40]=4)[N:37]=[C:36]([CH3:42])[C:35]([CH3:43])=[N:34]5)[N:26]=[CH:25][C:24]=3[N:44]=2)[CH2:17][CH2:16]1)=O)(C)(C)C. Product: [N:18]1([C:21]2[N:22]([CH2:45][C:46]#[C:47][CH3:48])[C:23]3[C:28](=[O:29])[N:27]([CH2:30][C:31]4[CH:32]=[C:33]5[C:38](=[C:39]([CH3:41])[CH:40]=4)[N:37]=[C:36]([CH3:42])[C:35]([CH3:43])=[N:34]5)[N:26]=[CH:25][C:24]=3[N:44]=2)[CH2:19][CH2:20][NH:15][CH2:16][CH2:17]1. The catalyst class is: 2. (2) Reactant: [CH3:1][O:2][C:3]1[CH:8]=[C:7]([N+:9]([O-])=O)[CH:6]=[CH:5][C:4]=1[N:12]1[CH:16]=[C:15]([CH3:17])[N:14]=[CH:13]1. Product: [CH3:1][O:2][C:3]1[CH:8]=[C:7]([NH2:9])[CH:6]=[CH:5][C:4]=1[N:12]1[CH:16]=[C:15]([CH3:17])[N:14]=[CH:13]1. The catalyst class is: 29. (3) Reactant: [OH:1][C:2]1([C:9]2[CH:14]=[CH:13][C:12]([C:15]3[CH2:19][C:18]([C:24]4[CH:29]=[C:28]([Cl:30])[C:27]([Cl:31])=[C:26]([Cl:32])[CH:25]=4)([C:20]([F:23])([F:22])[F:21])[O:17][N:16]=3)=[CH:11][CH:10]=2)[CH2:5][CH:4]([C:6]([OH:8])=O)[CH2:3]1.[CH3:33][N:34](C(ON1N=NC2C=CC=NC1=2)=[N+](C)C)C.F[P-](F)(F)(F)(F)F.C1C=CC2N(O)N=NC=2C=1.CCN(C(C)C)C(C)C.CN. Product: [CH3:33][NH:34][C:6]([CH:4]1[CH2:5][C:2]([OH:1])([C:9]2[CH:10]=[CH:11][C:12]([C:15]3[CH2:19][C:18]([C:24]4[CH:29]=[C:28]([Cl:30])[C:27]([Cl:31])=[C:26]([Cl:32])[CH:25]=4)([C:20]([F:22])([F:23])[F:21])[O:17][N:16]=3)=[CH:13][CH:14]=2)[CH2:3]1)=[O:8]. The catalyst class is: 198. (4) Reactant: [O:1]1[C:6]2[CH:7]=[CH:8][C:9]([CH2:11][N:12]([CH:20]3[CH2:25][CH2:24][N:23]([CH2:26][CH2:27][N:28]4[C:37]5[C:32](=[C:33]([NH2:38])[CH:34]=[CH:35][CH:36]=5)[CH:31]=[CH:30][C:29]4=[O:39])[CH2:22][CH2:21]3)C(=O)OC(C)(C)C)=[CH:10][C:5]=2[O:4][CH2:3][CH2:2]1.[ClH:40].O1CCOCC1. Product: [ClH:40].[O:1]1[C:6]2[CH:7]=[CH:8][C:9]([CH2:11][NH:12][CH:20]3[CH2:25][CH2:24][N:23]([CH2:26][CH2:27][N:28]4[C:37]5[C:32](=[C:33]([NH2:38])[CH:34]=[CH:35][CH:36]=5)[CH:31]=[CH:30][C:29]4=[O:39])[CH2:22][CH2:21]3)=[CH:10][C:5]=2[O:4][CH2:3][CH2:2]1. The catalyst class is: 12. (5) Reactant: [H-].[Na+].[Br:3][C:4]1[CH:5]=[C:6]2[C:10](=[CH:11][CH:12]=1)[NH:9][CH:8]=[CH:7]2.[CH3:13][C:14]1[CH:21]=[CH:20][C:17]([CH2:18]Br)=[CH:16][CH:15]=1. Product: [Br:3][C:4]1[CH:5]=[C:6]2[C:10](=[CH:11][CH:12]=1)[N:9]([CH2:13][C:14]1[CH:21]=[CH:20][C:17]([CH3:18])=[CH:16][CH:15]=1)[CH:8]=[CH:7]2. The catalyst class is: 3. (6) Reactant: [CH3:1][N:2]1[C:11]2[C:10]3[CH:12]=[C:13]([O:16][CH:17]4[CH2:22][CH2:21][N:20]([CH3:23])[CH2:19][CH2:18]4)[CH:14]=[CH:15][C:9]=3[NH:8][C:7](=[O:24])[C:6]=2[CH2:5][CH2:4][CH2:3]1.O1CCOCC1.[ClH:31]. Product: [ClH:31].[ClH:31].[CH3:1][N:2]1[C:11]2[C:10]3[CH:12]=[C:13]([O:16][CH:17]4[CH2:18][CH2:19][N:20]([CH3:23])[CH2:21][CH2:22]4)[CH:14]=[CH:15][C:9]=3[NH:8][C:7](=[O:24])[C:6]=2[CH2:5][CH2:4][CH2:3]1. The catalyst class is: 12.